This data is from Forward reaction prediction with 1.9M reactions from USPTO patents (1976-2016). The task is: Predict the product of the given reaction. (1) Given the reactants Br[C:2]1[S:6][C:5]([N:7]2[CH2:11][C@:10]3([CH:16]4[CH2:17][CH2:18][N:13]([CH2:14][CH2:15]4)[CH2:12]3)[O:9][C:8]2=[O:19])=[CH:4][CH:3]=1.C([Sn](CCCC)(CCCC)[C:25]1[S:26][CH:27]=[CH:28][CH:29]=1)CCC, predict the reaction product. The product is: [S:26]1[CH:27]=[CH:28][CH:29]=[C:25]1[C:2]1[S:6][C:5]([N:7]2[CH2:11][C@:10]3([CH:16]4[CH2:17][CH2:18][N:13]([CH2:14][CH2:15]4)[CH2:12]3)[O:9][C:8]2=[O:19])=[CH:4][CH:3]=1. (2) Given the reactants [H-].[Na+].[CH3:3][O:4][C:5](=[O:14])[C:6]1[CH:11]=[C:10]([CH3:12])[CH:9]=[CH:8][C:7]=1[OH:13].[CH3:15][S:16](Cl)(=[O:18])=[O:17].CCOC(C)=O, predict the reaction product. The product is: [CH3:3][O:4][C:5](=[O:14])[C:6]1[CH:11]=[C:10]([CH3:12])[CH:9]=[CH:8][C:7]=1[O:13][S:16]([CH3:15])(=[O:18])=[O:17].